This data is from TCR-epitope binding with 47,182 pairs between 192 epitopes and 23,139 TCRs. The task is: Binary Classification. Given a T-cell receptor sequence (or CDR3 region) and an epitope sequence, predict whether binding occurs between them. (1) The epitope is AVFDRKSDAK. The TCR CDR3 sequence is CATSDLFNNEQFF. Result: 0 (the TCR does not bind to the epitope). (2) The epitope is VTEHDTLLY. The TCR CDR3 sequence is CSVRPGGSYNEQFF. Result: 1 (the TCR binds to the epitope). (3) The epitope is TLIGDCATV. The TCR CDR3 sequence is CASRLSGSLYEQYF. Result: 1 (the TCR binds to the epitope). (4) The epitope is RAKFKQLL. The TCR CDR3 sequence is CSARTGNTIYF. Result: 1 (the TCR binds to the epitope). (5) The epitope is LPRRSGAAGA. The TCR CDR3 sequence is CATSPDRGGADEKLFF. Result: 1 (the TCR binds to the epitope). (6) The epitope is ISDYDYYRY. The TCR CDR3 sequence is CASRQGPGELFF. Result: 0 (the TCR does not bind to the epitope).